Dataset: Catalyst prediction with 721,799 reactions and 888 catalyst types from USPTO. Task: Predict which catalyst facilitates the given reaction. Reactant: [CH2:1]([O:3][C:4]([N:6]1[CH2:11][CH2:10][N:9]([C:12](=[O:50])[C@@H:13]([NH:23][C:24]([C:26]2[CH:30]=[C:29]([O:31][C@@H:32]([C:34]([O:36]CC3C=CC=CC=3)=[O:35])[CH3:33])[N:28]([C:44]3[CH:49]=[CH:48][CH:47]=[CH:46][CH:45]=3)[N:27]=2)=[O:25])[CH2:14][CH2:15][C:16]([O:18][C:19]([CH3:22])([CH3:21])[CH3:20])=[O:17])[CH2:8][CH2:7]1)=[O:5])[CH3:2]. Product: [CH2:1]([O:3][C:4]([N:6]1[CH2:11][CH2:10][N:9]([C:12](=[O:50])[C@@H:13]([NH:23][C:24]([C:26]2[CH:30]=[C:29]([O:31][C@@H:32]([C:34]([OH:36])=[O:35])[CH3:33])[N:28]([C:44]3[CH:49]=[CH:48][CH:47]=[CH:46][CH:45]=3)[N:27]=2)=[O:25])[CH2:14][CH2:15][C:16]([O:18][C:19]([CH3:22])([CH3:21])[CH3:20])=[O:17])[CH2:8][CH2:7]1)=[O:5])[CH3:2]. The catalyst class is: 13.